This data is from Catalyst prediction with 721,799 reactions and 888 catalyst types from USPTO. The task is: Predict which catalyst facilitates the given reaction. Reactant: [CH3:1][O:2][C:3]([CH:5]1[CH2:32][CH2:31][CH2:30][C@@:7]2([CH2:11][C@H:10]([O:12][Si:13]([C:26]([CH3:29])([CH3:28])[CH3:27])([C:20]3[CH:25]=[CH:24][CH:23]=[CH:22][CH:21]=3)[C:14]3[CH:19]=[CH:18][CH:17]=[CH:16][CH:15]=3)[CH2:9][CH2:8]2)[CH:6]1O)=[O:4].CS(Cl)(=O)=O.O. Product: [CH3:1][O:2][C:3]([C:5]1[CH2:32][CH2:31][CH2:30][C@@:7]2([CH2:11][C@H:10]([O:12][Si:13]([C:26]([CH3:29])([CH3:27])[CH3:28])([C:20]3[CH:25]=[CH:24][CH:23]=[CH:22][CH:21]=3)[C:14]3[CH:15]=[CH:16][CH:17]=[CH:18][CH:19]=3)[CH2:9][CH2:8]2)[CH:6]=1)=[O:4]. The catalyst class is: 17.